This data is from Forward reaction prediction with 1.9M reactions from USPTO patents (1976-2016). The task is: Predict the product of the given reaction. (1) Given the reactants [C:1](=O)([S:3][CH2:4][C:5]1[CH:10]=[CH:9][CH:8]=[CH:7][C:6]=1[C:11]1[CH:16]=[C:15]([F:17])[C:14]([C:18]2[CH:23]=[N:22][C:21]([NH2:24])=[CH:20][N:19]=2)=[CH:13][CH:12]=1)[CH3:2].C1C=CC(P(C2C=CC=CC=2)C2C=CC=CC=2)=CC=1.C([O-])([O-])=O.[K+].[K+].BrCC, predict the reaction product. The product is: [CH2:1]([S:3][CH2:4][C:5]1[CH:10]=[CH:9][CH:8]=[CH:7][C:6]=1[C:11]1[CH:12]=[CH:13][C:14]([C:18]2[N:19]=[CH:20][C:21]([NH2:24])=[N:22][CH:23]=2)=[C:15]([F:17])[CH:16]=1)[CH3:2]. (2) Given the reactants [F:1][C:2]1[CH:7]=[C:6]([F:8])[CH:5]=[CH:4][C:3]=1[N:9]1[C:13]([C:14]2[S:23][C:22]3[C:21]4[N:24]=[C:25]([C:28]5[CH:29]=[N:30][C:31](F)=[CH:32][CH:33]=5)[CH:26]=[CH:27][C:20]=4[O:19][CH2:18][CH2:17][C:16]=3[CH:15]=2)=[N:12][CH:11]=[N:10]1.[NH:35]1[CH2:40][CH2:39][CH2:38][CH2:37][CH2:36]1.CCN(C(C)C)C(C)C, predict the reaction product. The product is: [F:1][C:2]1[CH:7]=[C:6]([F:8])[CH:5]=[CH:4][C:3]=1[N:9]1[C:13]([C:14]2[S:23][C:22]3[C:21]4[N:24]=[C:25]([C:28]5[CH:33]=[CH:32][C:31]([N:35]6[CH2:40][CH2:39][CH2:38][CH2:37][CH2:36]6)=[N:30][CH:29]=5)[CH:26]=[CH:27][C:20]=4[O:19][CH2:18][CH2:17][C:16]=3[CH:15]=2)=[N:12][CH:11]=[N:10]1. (3) The product is: [C:28]([CH:9]([C:19]([OH:21])=[O:20])[N:10]([CH2:15][CH2:16][CH2:17][CH3:18])[CH2:11][CH2:12][CH2:13][CH3:14])([O:30][CH2:31][CH:32]1[C:44]2[C:39](=[CH:40][CH:41]=[CH:42][CH:43]=2)[C:38]2[C:33]1=[CH:34][CH:35]=[CH:36][CH:37]=2)=[O:29]. Given the reactants C([CH:9]([C:19]([OH:21])=[O:20])[N:10]([CH2:15][CH2:16][CH2:17][CH3:18])[CH2:11][CH2:12][CH2:13][CH3:14])(=O)C1C=CC=CC=1.Cl.C(=O)(O)[O-].[Na+].[C:28](Cl)([O:30][CH2:31][CH:32]1[C:44]2[C:39](=[CH:40][CH:41]=[CH:42][CH:43]=2)[C:38]2[C:33]1=[CH:34][CH:35]=[CH:36][CH:37]=2)=[O:29], predict the reaction product.